This data is from Forward reaction prediction with 1.9M reactions from USPTO patents (1976-2016). The task is: Predict the product of the given reaction. (1) Given the reactants [C:1]([N:5]1[C:9]([C:10]2[CH:15]=[CH:14][C:13]([F:16])=[CH:12][CH:11]=2)=[C:8]([C:17]2[S:18][CH:19]=[C:20]([CH2:22][C:23]([OH:25])=O)[N:21]=2)[CH:7]=[N:6]1)([CH3:4])([CH3:3])[CH3:2].[NH2:26][CH2:27][C:28]1([CH2:34][OH:35])[CH2:33][CH2:32][O:31][CH2:30][CH2:29]1, predict the reaction product. The product is: [C:1]([N:5]1[C:9]([C:10]2[CH:15]=[CH:14][C:13]([F:16])=[CH:12][CH:11]=2)=[C:8]([C:17]2[S:18][CH:19]=[C:20]([CH2:22][C:23]([NH:26][CH2:27][C:28]3([CH2:34][OH:35])[CH2:33][CH2:32][O:31][CH2:30][CH2:29]3)=[O:25])[N:21]=2)[CH:7]=[N:6]1)([CH3:2])([CH3:3])[CH3:4]. (2) Given the reactants [CH:1]1([NH:7][C:8]2[C:13]([C:14]3[N:15]=[N:16][N:17]([CH3:19])[N:18]=3)=[CH:12][N:11]=[C:10]([NH:20][C:21]3[CH:26]=[CH:25][C:24]([S:27]([CH3:35])(=[N:29]C(OCC)=O)=[O:28])=[CH:23][CH:22]=3)[N:9]=2)[CH2:6][CH2:5][CH2:4][CH2:3][CH2:2]1.C([O-])C.[Na+].[Na+].[Cl-], predict the reaction product. The product is: [CH:1]1([NH:7][C:8]2[C:13]([C:14]3[N:15]=[N:16][N:17]([CH3:19])[N:18]=3)=[CH:12][N:11]=[C:10]([NH:20][C:21]3[CH:22]=[CH:23][C:24]([S:27]([CH3:35])(=[NH:29])=[O:28])=[CH:25][CH:26]=3)[N:9]=2)[CH2:6][CH2:5][CH2:4][CH2:3][CH2:2]1. (3) Given the reactants C[O:2][C:3]1(OC)[CH2:8][CH2:7][N:6]([C:9]2[CH:14]=[CH:13][C:12]([N:15]3[CH2:19][C@@H:18]([CH2:20][N:21]=[N+:22]=[N-:23])[O:17][C:16]3=[O:24])=[CH:11][C:10]=2[F:25])[CH2:5][CH:4]1[F:26].CSC.C(Cl)(=O)C, predict the reaction product. The product is: [O:2]=[C:3]1[CH2:8][CH2:7][N:6]([C:9]2[CH:14]=[CH:13][C:12]([N:15]3[CH2:19][C@@H:18]([CH2:20][N:21]=[N+:22]=[N-:23])[O:17][C:16]3=[O:24])=[CH:11][C:10]=2[F:25])[CH2:5][CH:4]1[F:26]. (4) Given the reactants [F:1][C:2]1[CH:7]=[CH:6][C:5]([C:8]2[O:9][C:10]([CH3:22])=[C:11]([CH2:13][O:14][C@@H:15]3[CH2:20][CH2:19][CH2:18][C@H:17]([OH:21])[CH2:16]3)[N:12]=2)=[CH:4][CH:3]=1.[H-].[Na+].[CH2:25](Br)[CH:26]=[CH2:27].Cl, predict the reaction product. The product is: [CH2:27]([O:21][C@@H:17]1[CH2:18][CH2:19][CH2:20][C@H:15]([O:14][CH2:13][C:11]2[N:12]=[C:8]([C:5]3[CH:4]=[CH:3][C:2]([F:1])=[CH:7][CH:6]=3)[O:9][C:10]=2[CH3:22])[CH2:16]1)[CH:26]=[CH2:25]. (5) Given the reactants Br[C:2]1[CH:3]=[C:4]([CH:16]=[CH:17][CH:18]=1)[CH2:5][N:6]([CH3:15])[C:7](=[O:14])[C:8]1[CH:13]=[CH:12][CH:11]=[CH:10][CH:9]=1.[CH:19]([C:21]1[CH:26]=[CH:25][C:24](B(O)O)=[CH:23][CH:22]=1)=[O:20].C(=O)([O-])[O-].[K+].[K+], predict the reaction product. The product is: [CH:19]([C:21]1[CH:26]=[CH:25][C:24]([C:2]2[CH:18]=[CH:17][CH:16]=[C:4]([CH2:5][N:6]([CH3:15])[C:7](=[O:14])[C:8]3[CH:13]=[CH:12][CH:11]=[CH:10][CH:9]=3)[CH:3]=2)=[CH:23][CH:22]=1)=[O:20]. (6) Given the reactants [Cl:1][C:2]1[C:7]2[O:8][C:9]3[C:18]([CH3:19])=[CH:17][C:16]([C:20]([OH:22])=[O:21])=[CH:15][C:10]=3[S:11](=[O:14])(=[O:13])[CH2:12][C:6]=2[CH:5]=[C:4]([S:23](Cl)(=[O:25])=[O:24])[CH:3]=1.[NH:27]1[CH2:32][CH2:31][NH:30][CH2:29][CH2:28]1.[CH2:33](OC(=O)C)C, predict the reaction product. The product is: [CH3:33][O:22][C:20]([C:16]1[CH:17]=[C:18]([CH3:19])[C:9]2[O:8][C:7]3[C:2]([Cl:1])=[CH:3][C:4]([S:23]([N:27]4[CH2:32][CH2:31][NH:30][CH2:29][CH2:28]4)(=[O:25])=[O:24])=[CH:5][C:6]=3[CH2:12][S:11](=[O:14])(=[O:13])[C:10]=2[CH:15]=1)=[O:21]. (7) Given the reactants Cl[C:2]1[CH:3]=[C:4]([CH2:10][C:11]#[N:12])[CH:5]=[N:6][C:7]=1[CH2:8][CH3:9].[CH2:13]([Sn](CCCC)(CCCC)CCCC)[CH:14]=[CH2:15], predict the reaction product. The product is: [CH2:15]([C:2]1[CH:3]=[C:4]([CH2:10][C:11]#[N:12])[CH:5]=[N:6][C:7]=1[CH2:8][CH3:9])[CH:14]=[CH2:13]. (8) The product is: [Cl:1][CH2:2][C:3]1[CH:8]=[C:7]([O:9][CH3:13])[C:6]([CH3:5])=[C:20]([CH3:21])[C:24]=1[O:23][CH3:22]. Given the reactants [Cl:1][CH2:2][C:3]1C(=O)[C:5](C)=[C:6](C)[C:7](=[O:9])[CH:8]=1.[CH:13]#CC.C[Al](C)C.[CH2:20]1[CH2:24][O:23][CH2:22][CH2:21]1, predict the reaction product. (9) The product is: [C:1]([N:4]1[CH2:9][C:8](=[O:10])[NH:7][CH:6]([CH2:11][C:12]2[CH:17]=[CH:16][CH:15]=[C:14]([O:18][CH3:19])[C:13]=2[O:20][CH3:21])[C:5]1=[O:22])(=[O:3])[CH3:2]. Given the reactants [C:1]([N:4]1[CH2:9][C:8](=[O:10])[NH:7][C:6](=[CH:11][C:12]2[CH:17]=[CH:16][CH:15]=[C:14]([O:18][CH3:19])[C:13]=2[O:20][CH3:21])[C:5]1=[O:22])(=[O:3])[CH3:2].O1CCCC1, predict the reaction product. (10) Given the reactants [CH:1]1([C:4]2[CH:5]=[C:6]([CH:28]=[C:29]([O:32][CH2:33][CH3:34])[C:30]=2I)[CH2:7][N:8]2[CH2:11][C:10]3([CH2:15][C:14]([N:16]4[CH2:21][CH2:20][C:19]([CH3:27])([C:22]([O:24]CC)=[O:23])[CH2:18][CH2:17]4)=[N:13][O:12]3)[CH2:9]2)[CH2:3][CH2:2]1.[F:35][C:36]1[C:41](B(O)O)=[CH:40][CH:39]=[C:38]([F:45])[N:37]=1, predict the reaction product. The product is: [CH:1]1([C:4]2[CH:5]=[C:6]([CH:28]=[C:29]([O:32][CH2:33][CH3:34])[C:30]=2[C:41]2[C:36]([F:35])=[N:37][C:38]([F:45])=[CH:39][CH:40]=2)[CH2:7][N:8]2[CH2:11][C:10]3([CH2:15][C:14]([N:16]4[CH2:17][CH2:18][C:19]([CH3:27])([C:22]([OH:24])=[O:23])[CH2:20][CH2:21]4)=[N:13][O:12]3)[CH2:9]2)[CH2:2][CH2:3]1.